From a dataset of Full USPTO retrosynthesis dataset with 1.9M reactions from patents (1976-2016). Predict the reactants needed to synthesize the given product. (1) The reactants are: [F:1][C:2]1[CH:7]=[CH:6][C:5]([CH:8](O)[CH:9]([CH2:13][C:14]2[CH:19]=[C:18]([CH3:20])[CH:17]=[C:16]([O:21][C:22]([F:27])([F:26])[CH:23]([F:25])[F:24])[CH:15]=2)C(O)=O)=[CH:4][CH:3]=1.C1(P(N=[N+]=[N-])(C2C=CC=CC=2)=[O:36])C=CC=CC=1.C([N:48]([CH2:51]C)CC)C.[OH2:53]. Given the product [F:1][C:2]1[CH:7]=[CH:6][C:5]([CH:8]2[O:53][C:51](=[O:36])[NH:48][CH:9]2[CH2:13][C:14]2[CH:19]=[C:18]([CH3:20])[CH:17]=[C:16]([O:21][C:22]([F:27])([F:26])[CH:23]([F:24])[F:25])[CH:15]=2)=[CH:4][CH:3]=1, predict the reactants needed to synthesize it. (2) Given the product [CH3:14][N:15]([CH3:18])[CH:16]=[N:7][C:4]1[S:5][CH:6]=[C:2]([CH3:1])[N:3]=1, predict the reactants needed to synthesize it. The reactants are: [CH3:1][C:2]1[N:3]=[C:4]([NH2:7])[S:5][CH:6]=1.CC(C)C(O)=O.[CH3:14][N:15]([CH3:18])[CH:16]=O. (3) Given the product [F:18][C:17]([F:20])([F:19])[C:15]([OH:21])=[O:16].[CH2:2]1[C:3]2([CH2:7][CH2:6][CH2:5][NH:4]2)[CH2:1]1, predict the reactants needed to synthesize it. The reactants are: [CH2:1]1[C:3]2([CH2:7][CH2:6][CH2:5][N:4]2C(OC(C)(C)C)=O)[CH2:2]1.[C:15]([OH:21])([C:17]([F:20])([F:19])[F:18])=[O:16]. (4) Given the product [CH3:11][C:10]1[S:3][C:4]2[S:5][CH:6]=[CH:7][C:8]=2[N:9]=1, predict the reactants needed to synthesize it. The reactants are: C(=O)([S:3][C:4]1[S:5][CH:6]=[CH:7][C:8]=1[NH:9][C:10](=O)[CH3:11])C.CC1C=CC(S(O)(=O)=O)=CC=1.O. (5) Given the product [Cl:1][C:2]1[CH:24]=[CH:23][C:5]([CH2:6][C@H:7]2[CH2:12][C@H:11]([C:13]3[O:17][NH:16][C:15](=[O:18])[CH:14]=3)[CH2:10][CH2:9][NH:8]2)=[CH:4][CH:3]=1, predict the reactants needed to synthesize it. The reactants are: [Cl:1][C:2]1[CH:24]=[CH:23][C:5]([CH2:6][CH:7]2[CH2:12][CH:11]([C:13]3[O:17][NH:16][C:15](=[O:18])[CH:14]=3)[CH2:10][CH2:9][N:8]2C(OC)=O)=[CH:4][CH:3]=1. (6) Given the product [CH2:1]([O:3][C:4](=[O:28])[C:5]([NH:17][C:18]([O:20][CH2:21][C:22]1[CH:23]=[CH:24][CH:25]=[CH:26][CH:27]=1)=[O:19])([CH2:11][CH:12]([CH2:15][CH3:16])[CH2:13][CH3:14])[C:6]([OH:8])=[O:7])[CH3:2], predict the reactants needed to synthesize it. The reactants are: [CH2:1]([O:3][C:4](=[O:28])[C:5]([NH:17][C:18]([O:20][CH2:21][C:22]1[CH:27]=[CH:26][CH:25]=[CH:24][CH:23]=1)=[O:19])([CH2:11][CH:12]([CH2:15][CH3:16])[CH2:13][CH3:14])[C:6]([O:8]CC)=[O:7])[CH3:2].[OH-].[Na+].Cl.